From a dataset of HIV replication inhibition screening data with 41,000+ compounds from the AIDS Antiviral Screen. Binary Classification. Given a drug SMILES string, predict its activity (active/inactive) in a high-throughput screening assay against a specified biological target. (1) The molecule is O=[N+]([O-])c1ccc2c(c1)NC(O)C(O)N2. The result is 0 (inactive). (2) The compound is Cc1ccc(C(=O)C=C(O)C(=O)NC23CC4CC(CC(C4)C2)C3)cc1. The result is 0 (inactive).